Dataset: Full USPTO retrosynthesis dataset with 1.9M reactions from patents (1976-2016). Task: Predict the reactants needed to synthesize the given product. (1) Given the product [F:8][C:5]1[CH:4]=[N:3][C:2]([N:9]2[CH2:14][CH2:13][CH:12]([CH2:15][OH:16])[CH2:11][CH2:10]2)=[N:7][CH:6]=1, predict the reactants needed to synthesize it. The reactants are: Cl[C:2]1[N:7]=[CH:6][C:5]([F:8])=[CH:4][N:3]=1.[NH:9]1[CH2:14][CH2:13][CH:12]([CH2:15][OH:16])[CH2:11][CH2:10]1.C([O-])([O-])=O.[K+].[K+].O. (2) Given the product [BrH:21].[BrH:21].[CH3:9][C:8]1[N:7]([C:1]2[CH:2]=[CH:3][CH:4]=[CH:5][CH:6]=2)[S:20][C:11](=[N:12][CH2:13][C:14]2[CH:15]=[N:16][CH:17]=[CH:18][CH:19]=2)[N:10]=1, predict the reactants needed to synthesize it. The reactants are: [C:1]1([N:7]=[C:8]([NH:10][C:11](=[S:20])[NH:12][CH2:13][C:14]2[CH:15]=[N:16][CH:17]=[CH:18][CH:19]=2)[CH3:9])[CH:6]=[CH:5][CH:4]=[CH:3][CH:2]=1.[Br:21]Br. (3) Given the product [S:24]([O-:28])([O-:27])(=[O:26])=[O:25].[C:1]([C:6]1[CH:7]=[CH:8][C:9]([IH+:12])=[CH:10][CH:11]=1)([CH2:4][CH3:5])([CH3:2])[CH3:3].[C:1]([C:6]1[CH:7]=[CH:8][C:9]([IH+:12])=[CH:10][CH:11]=1)([CH2:4][CH3:5])([CH3:2])[CH3:3], predict the reactants needed to synthesize it. The reactants are: [C:1]([C:6]1[CH:11]=[CH:10][CH:9]=[CH:8][CH:7]=1)([CH2:4][CH3:5])([CH3:3])[CH3:2].[I:12]([O-])(=O)=O.[K+].C(OC(=O)C)(=O)C.[S:24](=[O:28])(=[O:27])([OH:26])[OH:25]. (4) The reactants are: FC(F)(F)C(O)=O.[CH3:8][O:9][CH2:10][C@@H:11]([O:13][C:14]1[CH:15]=[C:16]([CH:33]=[C:34]([O:36][C:37]2[CH:42]=[CH:41][C:40]([S:43]([CH3:46])(=[O:45])=[O:44])=[CH:39][CH:38]=2)[CH:35]=1)[C:17]([NH:19][C:20]1[CH:24]=[C:23]([CH3:25])[N:22](C(OC(C)(C)C)=O)[N:21]=1)=[O:18])[CH3:12]. Given the product [CH3:8][O:9][CH2:10][C@@H:11]([O:13][C:14]1[CH:15]=[C:16]([CH:33]=[C:34]([O:36][C:37]2[CH:38]=[CH:39][C:40]([S:43]([CH3:46])(=[O:45])=[O:44])=[CH:41][CH:42]=2)[CH:35]=1)[C:17]([NH:19][C:20]1[CH:24]=[C:23]([CH3:25])[NH:22][N:21]=1)=[O:18])[CH3:12], predict the reactants needed to synthesize it.